This data is from Full USPTO retrosynthesis dataset with 1.9M reactions from patents (1976-2016). The task is: Predict the reactants needed to synthesize the given product. (1) Given the product [CH:1]1([C:4]2[CH:13]=[C:12]3[C:7]([C:8]([CH3:18])=[CH:9][C:10](=[O:17])[N:11]3[CH2:14][CH2:15][N:41]3[CH2:42][CH2:43][CH:38]([N:30]([CH2:29][C:27]4[CH:26]=[CH:25][C:24]5[O:19][CH2:20][CH2:21][O:22][C:23]=5[CH:28]=4)[C:31](=[O:37])[O:32][C:33]([CH3:35])([CH3:34])[CH3:36])[CH2:39][CH2:40]3)=[CH:6][CH:5]=2)[CH2:3][CH2:2]1, predict the reactants needed to synthesize it. The reactants are: [CH:1]1([C:4]2[CH:13]=[C:12]3[C:7]([C:8]([CH3:18])=[CH:9][C:10](=[O:17])[N:11]3[CH2:14][CH:15]=O)=[CH:6][CH:5]=2)[CH2:3][CH2:2]1.[O:19]1[C:24]2[CH:25]=[CH:26][C:27]([CH2:29][N:30]([CH:38]3[CH2:43][CH2:42][NH:41][CH2:40][CH2:39]3)[C:31](=[O:37])[O:32][C:33]([CH3:36])([CH3:35])[CH3:34])=[CH:28][C:23]=2[O:22][CH2:21][CH2:20]1.C(O[BH-](OC(=O)C)OC(=O)C)(=O)C.[Na+].C(=O)([O-])O.[Na+]. (2) Given the product [ClH:1].[CH2:31]([NH:33][C:2]1[CH:3]=[CH:4][C:5]([C:9]([N:11]2[CH2:16][CH2:15][N:14]([S:17]([C:20]3[CH:25]=[CH:24][C:23]([C:26]([F:29])([F:28])[F:27])=[CH:22][CH:21]=3)(=[O:19])=[O:18])[CH2:13][C@@H:12]2[CH3:30])=[O:10])=[C:6]([CH3:8])[N:7]=1)[CH3:32], predict the reactants needed to synthesize it. The reactants are: [Cl:1][C:2]1[N:7]=[C:6]([CH3:8])[C:5]([C:9]([N:11]2[CH2:16][CH2:15][N:14]([S:17]([C:20]3[CH:25]=[CH:24][C:23]([C:26]([F:29])([F:28])[F:27])=[CH:22][CH:21]=3)(=[O:19])=[O:18])[CH2:13][C@@H:12]2[CH3:30])=[O:10])=[CH:4][CH:3]=1.[CH2:31]([NH2:33])[CH3:32].CO. (3) Given the product [NH2:15][CH2:14][C:13]1[CH:23]=[C:9]([Cl:8])[CH:10]=[CH:11][C:12]=1[CH2:24][CH:25]([NH:29][C:30]1[CH:35]=[CH:34][C:33]([O:36][CH3:37])=[CH:32][CH:31]=1)[CH:26]([F:28])[F:27], predict the reactants needed to synthesize it. The reactants are: C(O)(C(F)(F)F)=O.[Cl:8][C:9]1[CH:10]=[CH:11][C:12]([CH2:24][CH:25]([NH:29][C:30]2[CH:35]=[CH:34][C:33]([O:36][CH3:37])=[CH:32][CH:31]=2)[CH:26]([F:28])[F:27])=[C:13]([CH:23]=1)[CH2:14][NH:15]C(=O)OC(C)(C)C.